This data is from Forward reaction prediction with 1.9M reactions from USPTO patents (1976-2016). The task is: Predict the product of the given reaction. (1) Given the reactants [Cl:1][C:2]1[C:11]2[C:6](=[CH:7][C:8]([F:12])=[CH:9][CH:10]=2)[CH:5]=[CH:4][N:3]=1.[Li+].CC([N-]C(C)C)C.C1CCCCC1.[CH2:27]([S:30][S:30][CH2:27][CH2:28][CH3:29])[CH2:28][CH3:29], predict the reaction product. The product is: [Cl:1][C:2]1[C:11]2[C:6](=[C:7]([S:30][CH2:27][CH2:28][CH3:29])[C:8]([F:12])=[CH:9][CH:10]=2)[CH:5]=[CH:4][N:3]=1. (2) The product is: [CH3:16][N:14]([CH3:15])[C:11]1[CH:10]=[CH:9][C:8]([NH:7][C:4]2[C:3]([C:17]([NH2:19])=[O:18])=[C:2]([NH:1][CH2:24][C:23]3[CH:26]=[C:27]([CH3:30])[C:28]([OH:29])=[C:21]([CH3:20])[CH:22]=3)[NH:6][N:5]=2)=[CH:13][CH:12]=1. Given the reactants [NH2:1][C:2]1[NH:6][N:5]=[C:4]([NH:7][C:8]2[CH:13]=[CH:12][C:11]([N:14]([CH3:16])[CH3:15])=[CH:10][CH:9]=2)[C:3]=1[C:17]([NH2:19])=[O:18].[CH3:20][C:21]1[CH:22]=[C:23]([CH:26]=[C:27]([CH3:30])[C:28]=1[OH:29])[CH:24]=O.CN(C=O)C.[BH4-].[Na+], predict the reaction product. (3) Given the reactants C([O:9][C@H:10]1[C@@H:17]2[N:13]([C:14](=[O:30])[N:15]([C:20]3[CH:27]=[CH:26][C:23]([C:24]#[N:25])=[C:22]([Cl:28])[C:21]=3[CH3:29])[C@H:16]2[CH2:18][CH3:19])[CH2:12][CH2:11]1)(=O)C1C=CC=CC=1.[OH-].[K+].CO, predict the reaction product. The product is: [CH2:18]([C@@H:16]1[N:15]([C:20]2[CH:27]=[CH:26][C:23]([C:24]#[N:25])=[C:22]([Cl:28])[C:21]=2[CH3:29])[C:14](=[O:30])[N:13]2[CH2:12][CH2:11][C@@H:10]([OH:9])[C@@H:17]12)[CH3:19].